This data is from Catalyst prediction with 721,799 reactions and 888 catalyst types from USPTO. The task is: Predict which catalyst facilitates the given reaction. (1) Reactant: Br[CH2:2][C:3](=O)[CH2:4][C:5]1[CH:10]=[CH:9][CH:8]=[C:7]([F:11])[C:6]=1[CH3:12].[CH2:14]([C:21]1[CH:26]=[CH:25][CH:24]=[CH:23][N:22]=1)[C:15]1[CH:20]=[CH:19][CH:18]=[CH:17][CH:16]=1. Product: [F:11][C:7]1[C:6]([CH3:12])=[C:5]([CH:10]=[CH:9][CH:8]=1)[CH2:4][C:3]1[C:14]([C:15]2[CH:20]=[CH:19][CH:18]=[CH:17][CH:16]=2)=[C:21]2[N:22]([CH:2]=1)[CH:23]=[CH:24][CH:25]=[CH:26]2. The catalyst class is: 21. (2) Reactant: F[C:2]1[C:7]([F:8])=[CH:6][CH:5]=[CH:4][C:3]=1[C:9]([C:11]1[CH:16]=[CH:15][C:14]([O:17][CH3:18])=[CH:13][CH:12]=1)=O.Cl.[CH:20]1([NH:26][NH2:27])[CH2:25][CH2:24][CH2:23][CH2:22][CH2:21]1. Product: [CH:20]1([N:26]2[C:2]3[C:3](=[CH:4][CH:5]=[CH:6][C:7]=3[F:8])[C:9]([C:11]3[CH:16]=[CH:15][C:14]([O:17][CH3:18])=[CH:13][CH:12]=3)=[N:27]2)[CH2:25][CH2:24][CH2:23][CH2:22][CH2:21]1. The catalyst class is: 142. (3) Reactant: [CH2:1]([O:8][C:9]1[CH:10]=[CH:11][C:12]([CH3:15])=[N:13][CH:14]=1)[C:2]1[CH:7]=[CH:6][CH:5]=[CH:4][CH:3]=1.Cl[O:17]OC1C=C(C=CC=1)C(O)=O.C(=O)(O)[O-].[Na+]. The catalyst class is: 2. Product: [CH2:1]([O:8][C:9]1[CH:10]=[CH:11][C:12]([CH3:15])=[N+:13]([O-:17])[CH:14]=1)[C:2]1[CH:3]=[CH:4][CH:5]=[CH:6][CH:7]=1. (4) Reactant: C(N(CC)CC)C.C(OP([Cl:16])(OCC)=O)C.[CH3:17][C:18]1[NH:19][C:20]([CH3:40])=[C:21]([C:36]([O:38][CH3:39])=[O:37])[CH:22]([C:27]2[CH:32]=[CH:31][CH:30]=[C:29]([N+:33]([O-:35])=[O:34])[CH:28]=2)[C:23]=1[C:24]([OH:26])=[O:25].[CH3:41][C:42](O)([CH3:61])[CH2:43][N:44]([CH3:60])[CH2:45][CH2:46][CH:47]([C:54]1[CH:59]=[CH:58][CH:57]=[CH:56][CH:55]=1)[C:48]1[CH:53]=[CH:52][CH:51]=[CH:50][CH:49]=1. Product: [CH3:40][C:20]1[NH:19][C:18]([CH3:17])=[C:23]([C:24]([O:26][C:42]([CH2:43][N:44]([CH2:45][CH2:46][CH:47]([C:54]2[CH:55]=[CH:56][CH:57]=[CH:58][CH:59]=2)[C:48]2[CH:49]=[CH:50][CH:51]=[CH:52][CH:53]=2)[CH3:60])([CH3:61])[CH3:41])=[O:25])[CH:22]([C:27]2[CH:32]=[CH:31][CH:30]=[C:29]([N+:33]([O-:35])=[O:34])[CH:28]=2)[C:21]=1[C:36]([O:38][CH3:39])=[O:37].[ClH:16]. The catalyst class is: 11. (5) Reactant: CCCCCCCCCO[C:11]1[CH:16]=[CH:15][C:14]([N:17]=[N:18][C:19]2[CH:24]=[CH:23][C:22](OCCCCCCCCCOC(C=C)=O)=[CH:21][CH:20]=2)=[CH:13][CH:12]=1.N#N. Product: [N:17]([C:14]1[CH:13]=[CH:12][CH:11]=[CH:16][CH:15]=1)=[N:18][C:19]1[CH:24]=[CH:23][CH:22]=[CH:21][CH:20]=1. The catalyst class is: 408. (6) Reactant: [CH3:1][O:2][C:3]1[CH:4]=[C:5]([C:11]2[C:16]([C:17]3[C:22]([F:23])=[CH:21][C:20]([F:24])=[CH:19][C:18]=3[F:25])=[C:15]([CH3:26])[N:14]=[CH:13][C:12]=2[CH2:27]O)[CH:6]=[C:7]([O:9][CH3:10])[CH:8]=1.CS(Cl)(=O)=O.[CH2:34]([N:36](CC)CC)C.[C-]#N.[K+]. Product: [CH3:1][O:2][C:3]1[CH:4]=[C:5]([C:11]2[C:16]([C:17]3[C:22]([F:23])=[CH:21][C:20]([F:24])=[CH:19][C:18]=3[F:25])=[C:15]([CH3:26])[N:14]=[CH:13][C:12]=2[CH2:27][C:34]#[N:36])[CH:6]=[C:7]([O:9][CH3:10])[CH:8]=1. The catalyst class is: 120. (7) Reactant: [F:1][C:2]1[CH:3]=[C:4]([C:12]2[C:13]3[O:20][C:19](/[CH:21]=[C:22]4/[C:23](=[O:29])[N:24]=[C:25](SC)[S:26]/4)=[CH:18][C:14]=3[CH:15]=[N:16][CH:17]=2)[CH:5]=[CH:6][C:7]=1[O:8][CH:9]([CH3:11])[CH3:10].CC(C)([O-])C.[K+].Cl.[CH3:37][NH2:38].O. Product: [F:1][C:2]1[CH:3]=[C:4]([C:12]2[C:13]3[O:20][C:19](/[CH:21]=[C:22]4/[C:23](=[O:29])[N:24]=[C:25]([NH:38][CH3:37])[S:26]/4)=[CH:18][C:14]=3[CH:15]=[N:16][CH:17]=2)[CH:5]=[CH:6][C:7]=1[O:8][CH:9]([CH3:11])[CH3:10]. The catalyst class is: 32. (8) Reactant: [O:1]1[CH2:5][CH2:4][CH2:3][C@@H:2]1[C:6]([OH:8])=O.CCN=C=NCCCN(C)C.Cl.C1C=CC2N(O)[N:28]=[N:27]C=2C=1.O.NN. Product: [O:1]1[CH2:5][CH2:4][CH2:3][C@@H:2]1[C:6]([NH:27][NH2:28])=[O:8]. The catalyst class is: 4. (9) Reactant: [NH2:1][C:2]1[CH:23]=[CH:22][C:21]([N:24]2[CH2:29][CH2:28][CH2:27][CH2:26][CH2:25]2)=[CH:20][C:3]=1[C:4]([NH:6]/[N:7]=[CH:8]/[C:9]1[CH:14]=[CH:13][C:12]([Cl:15])=[C:11]([C:16]([F:19])([F:18])[F:17])[CH:10]=1)=[O:5].C(N(C(C)C)CC)(C)C.[Cl:39][CH2:40][C:41]1[CH:42]=[C:43]([CH:47]=[CH:48][CH:49]=1)[C:44](Cl)=[O:45]. Product: [Cl:15][C:12]1[CH:13]=[CH:14][C:9](/[CH:8]=[N:7]/[NH:6][C:4]([C:3]2[CH:20]=[C:21]([N:24]3[CH2:29][CH2:28][CH2:27][CH2:26][CH2:25]3)[CH:22]=[CH:23][C:2]=2[NH:1][C:44](=[O:45])[C:43]2[CH:47]=[CH:48][CH:49]=[C:41]([CH2:40][Cl:39])[CH:42]=2)=[O:5])=[CH:10][C:11]=1[C:16]([F:19])([F:17])[F:18]. The catalyst class is: 7. (10) Reactant: Br[CH:2]([C:13]1[CH:18]=[CH:17][C:16]([S:19][CH3:20])=[CH:15][CH:14]=1)[C:3]([C:5]1[CH:10]=[CH:9][C:8]([O:11][CH3:12])=[CH:7][CH:6]=1)=O.[NH2:21][C:22]1[N:27]=[C:26]([CH3:28])[CH:25]=[C:24]([CH3:29])[N:23]=1. Product: [CH3:12][O:11][C:8]1[CH:9]=[CH:10][C:5]([C:3]2[N:21]=[C:22]3[N:27]=[C:26]([CH3:28])[CH:25]=[C:24]([CH3:29])[N:23]3[C:2]=2[C:13]2[CH:18]=[CH:17][C:16]([S:19][CH3:20])=[CH:15][CH:14]=2)=[CH:6][CH:7]=1. The catalyst class is: 290.